Dataset: Full USPTO retrosynthesis dataset with 1.9M reactions from patents (1976-2016). Task: Predict the reactants needed to synthesize the given product. (1) Given the product [S:1]1[C:5]2[CH:6]=[C:7]([N:10]3[CH2:14][CH2:13][N:12]([C:17]4[CH:22]=[N:21][C:20]([F:23])=[CH:19][C:18]=4[CH3:24])[C:11]3=[O:15])[CH:8]=[CH:9][C:4]=2[N:3]=[CH:2]1, predict the reactants needed to synthesize it. The reactants are: [S:1]1[C:5]2[CH:6]=[C:7]([N:10]3[CH2:14][CH2:13][NH:12][C:11]3=[O:15])[CH:8]=[CH:9][C:4]=2[N:3]=[CH:2]1.Br[C:17]1[C:18]([CH3:24])=[CH:19][C:20]([F:23])=[N:21][CH:22]=1.CN[C@@H]1CCCC[C@H]1NC.P([O-])([O-])([O-])=O.[K+].[K+].[K+]. (2) Given the product [N:1]1([C:7]2[C:8]3[N:16]=[C:15]([CH:17]=[O:18])[CH:14]=[CH:13][C:9]=3[N:10]=[CH:11][N:12]=2)[CH2:2][CH2:3][CH2:4][CH2:5][CH2:6]1, predict the reactants needed to synthesize it. The reactants are: [N:1]1([C:7]2[C:8]3[N:16]=[C:15]([CH2:17][OH:18])[CH:14]=[CH:13][C:9]=3[N:10]=[CH:11][N:12]=2)[CH2:6][CH2:5][CH2:4][CH2:3][CH2:2]1.CO. (3) The reactants are: [Cl:1][C:2]1[CH:3]=[CH:4][C:5](COC2C=CC(F)=CC=2F)=[C:6]([CH:21]=1)[C:7]([NH:9][C@H:10]([C:12]1[CH:20]=[CH:19][C:15]([C:16]([OH:18])=[O:17])=[CH:14][CH:13]=1)[CH3:11])=[O:8].BrC[C:34]1[CH:39]=[C:38]([F:40])[CH:37]=[CH:36][C:35]=1[F:41].[C:42](=[O:45])([O-])[O-].[K+].[K+].O.[CH3:49]N(C)C=O. Given the product [Cl:1][C:2]1[CH:3]=[CH:4][C:5]([O:45][CH2:42][C:34]2[CH:39]=[C:38]([F:40])[CH:37]=[CH:36][C:35]=2[F:41])=[C:6]([CH:21]=1)[C:7]([NH:9][C@H:10]([C:12]1[CH:13]=[CH:14][C:15]([C:16]([O:18][CH3:49])=[O:17])=[CH:19][CH:20]=1)[CH3:11])=[O:8], predict the reactants needed to synthesize it. (4) The reactants are: C1C=CC(P(C2C=CC=CC=2)C2C=CC=CC=2)=CC=1.[OH:20][C:21]1[CH:22]=[C:23]2[C:27](=[CH:28][CH:29]=1)[C:26](=[O:30])[CH2:25][CH2:24]2.C1C=CC(COC(/N=N/C(OCC2C=CC=CC=2)=O)=O)=CC=1.O[CH2:54][CH2:55][CH2:56][NH:57][C:58](=[O:63])[C:59]([F:62])([F:61])[F:60]. Given the product [F:60][C:59]([F:62])([F:61])[C:58]([NH:57][CH2:56][CH2:55][CH2:54][O:20][C:21]1[CH:22]=[C:23]2[C:27](=[CH:28][CH:29]=1)[C:26](=[O:30])[CH2:25][CH2:24]2)=[O:63], predict the reactants needed to synthesize it. (5) Given the product [Br:1][C:2]1[N:3]=[C:4]([C:16]2[CH:21]=[CH:20][CH:19]=[CH:18][C:17]=2[Cl:22])[N:5]([CH2:8][O:9][CH2:10][CH2:11][Si:12]([CH3:15])([CH3:14])[CH3:13])[CH:6]=1, predict the reactants needed to synthesize it. The reactants are: [Br:1][C:2]1[N:3]=[C:4]([C:16]2[CH:21]=[CH:20][CH:19]=[CH:18][C:17]=2[Cl:22])[N:5]([CH2:8][O:9][CH2:10][CH2:11][Si:12]([CH3:15])([CH3:14])[CH3:13])[C:6]=1Br.C([Li])CCC.O.[Cl-].[NH4+]. (6) Given the product [F:1][C:2]([F:18])([F:19])[CH2:3][CH2:4][CH2:5][O:6][C:7]1[CH:17]=[CH:16][C:10]([C:11]([OH:13])=[O:12])=[CH:9][CH:8]=1, predict the reactants needed to synthesize it. The reactants are: [F:1][C:2]([F:19])([F:18])[CH2:3][CH2:4][CH2:5][O:6][C:7]1[CH:17]=[CH:16][C:10]([C:11]([O:13]CC)=[O:12])=[CH:9][CH:8]=1.[Li+].[OH-].CCO. (7) Given the product [CH2:6]([C:10]1[C:15]([CH2:30][OH:31])=[C:14]([Cl:16])[N:13]=[N:12][C:11]=1[C:17]1[CH:22]=[CH:21][CH:20]=[CH:19][CH:18]=1)[CH2:7][CH2:8][CH3:9], predict the reactants needed to synthesize it. The reactants are: OS(O)(=O)=O.[CH2:6]([C:10]1[CH:15]=[C:14]([Cl:16])[N:13]=[N:12][C:11]=1[C:17]1[CH:22]=[CH:21][CH:20]=[CH:19][CH:18]=1)[CH2:7][CH2:8][CH3:9].CCCCCC.C[CH2:30][O:31]C(C)=O. (8) Given the product [Cl:1][C:2]1[CH:3]=[CH:4][C:5]2[C:11]3[N:12]=[C:13]([NH:16][C:17]4[CH:18]=[CH:19][C:20]([C:21]([NH:49][C:46]5[CH:47]=[CH:48][C:43]([O:42][CH3:41])=[CH:44][CH:45]=5)=[O:22])=[CH:24][CH:25]=4)[N:14]=[CH:15][C:10]=3[CH2:9][C:8](=[O:26])[NH:7][C:6]=2[CH:27]=1, predict the reactants needed to synthesize it. The reactants are: [Cl:1][C:2]1[CH:3]=[CH:4][C:5]2[C:11]3[N:12]=[C:13]([NH:16][C:17]4[CH:25]=[CH:24][C:20]([C:21](O)=[O:22])=[CH:19][CH:18]=4)[N:14]=[CH:15][C:10]=3[CH2:9][C:8](=[O:26])[NH:7][C:6]=2[CH:27]=1.ClC(Cl)(Cl)C#N.C(N(CC)CC)C.[CH3:41][O:42][C:43]1[CH:48]=[CH:47][C:46]([NH2:49])=[CH:45][CH:44]=1. (9) Given the product [C:7]1([NH:8][C:9]([C:20]2[CH:25]=[CH:24][C:23]([CH:17]([CH3:18])[C:26]([OH:29])=[O:28])=[CH:22][CH:21]=2)=[O:10])[CH:36]=[CH:35][CH:34]=[CH:33][CH:32]=1, predict the reactants needed to synthesize it. The reactants are: C(Cl)(=O)C(Cl)=O.[CH3:7][N:8](C)[CH:9]=[O:10].C(N([CH2:17][CH3:18])CC)C.N[C:20]1[CH:25]=[CH:24][CH:23]=[CH:22][CH:21]=1.[C:26]([O:29]CC)(=[O:28])C.[CH3:32][CH2:33][CH2:34][CH2:35][CH2:36]C. (10) Given the product [N:1]1([C:25](=[O:26])[CH2:24][C:23]2[C:19]3[C:18](=[O:28])[N:17]([CH3:29])[C:16](=[O:30])[N:15]([CH3:14])[C:20]=3[S:21][CH:22]=2)[C:5]2[CH:6]=[CH:7][CH:8]=[CH:9][C:4]=2[N:3]=[N:2]1, predict the reactants needed to synthesize it. The reactants are: [NH:1]1[C:5]2[CH:6]=[CH:7][CH:8]=[CH:9][C:4]=2[N:3]=[N:2]1.S(Cl)(Cl)=O.[CH3:14][N:15]1[C:20]2[S:21][CH:22]=[C:23]([CH2:24][C:25](O)=[O:26])[C:19]=2[C:18](=[O:28])[N:17]([CH3:29])[C:16]1=[O:30].